Dataset: Reaction yield outcomes from USPTO patents with 853,638 reactions. Task: Predict the reaction yield, written as a fraction of the theoretical maximum amount of product (1.0 means a 100% yield; for example, 0.34 means a 34% yield). (1) The reactants are [Cl:1][C:2]1[C:7]([Cl:8])=[CH:6][CH:5]=[CH:4][C:3]=1[N:9]=[C:10]=[O:11].Cl.[C:13]1([C@H:19]2[CH2:21][C@@H:20]2[N:22]2[C:30](=[O:31])[C@@H:25]3[CH2:26][NH:27][CH2:28][CH2:29][N:24]3[C:23]2=[O:32])[CH:18]=[CH:17][CH:16]=[CH:15][CH:14]=1.CCN(C(C)C)C(C)C. The catalyst is C(Cl)Cl. The product is [Cl:1][C:2]1[C:7]([Cl:8])=[CH:6][CH:5]=[CH:4][C:3]=1[NH:9][C:10]([N:27]1[CH2:28][CH2:29][N:24]2[C:23](=[O:32])[N:22]([C@H:20]3[CH2:21][C@@H:19]3[C:13]3[CH:14]=[CH:15][CH:16]=[CH:17][CH:18]=3)[C:30](=[O:31])[C@@H:25]2[CH2:26]1)=[O:11]. The yield is 0.670. (2) The reactants are [Br:1][C:2]1[NH:6][CH:5]=[N:4][C:3]=1[N+:7]([O-:9])=[O:8].C(=O)(O)[O-].[Na+].[CH2:15](Br)[C:16]1[CH:21]=[CH:20][CH:19]=[CH:18][CH:17]=1. The catalyst is CN(C)C=O. The product is [CH2:15]([N:6]1[C:2]([Br:1])=[C:3]([N+:7]([O-:9])=[O:8])[N:4]=[CH:5]1)[C:16]1[CH:21]=[CH:20][CH:19]=[CH:18][CH:17]=1. The yield is 0.480.